Dataset: Catalyst prediction with 721,799 reactions and 888 catalyst types from USPTO. Task: Predict which catalyst facilitates the given reaction. (1) Reactant: [C:1]1([CH:7]([C:32]2[CH:37]=[CH:36][CH:35]=[CH:34][CH:33]=2)[C:8]2[CH:9]=[CH:10][C:11](=[O:31])[N:12]([CH2:14][CH2:15][NH:16][CH2:17][C:18]3[CH:19]=[C:20]([CH:28]=[CH:29][CH:30]=3)[O:21][CH2:22][C:23]([O:25][CH2:26][CH3:27])=[O:24])[CH:13]=2)[CH:6]=[CH:5][CH:4]=[CH:3][CH:2]=1.[C:38](O[BH-](OC(=O)C)OC(=O)C)(=O)C.[Na+]. Product: [C:1]1([CH:7]([C:32]2[CH:37]=[CH:36][CH:35]=[CH:34][CH:33]=2)[C:8]2[CH:9]=[CH:10][C:11](=[O:31])[N:12]([CH2:14][CH2:15][N:16]([CH2:17][C:18]3[CH:19]=[C:20]([CH:28]=[CH:29][CH:30]=3)[O:21][CH2:22][C:23]([O:25][CH2:26][CH3:27])=[O:24])[CH3:38])[CH:13]=2)[CH:2]=[CH:3][CH:4]=[CH:5][CH:6]=1. The catalyst class is: 14. (2) Reactant: [F:1][C:2]1[CH:7]=[CH:6][C:5]([C:8]2[O:9][C:10]3[CH:20]=[CH:19][C:18]([C:21]4[C:22]([CH3:32])=[CH:23][C:24]([O:30][CH3:31])=[C:25]([CH:29]=4)[C:26]([OH:28])=O)=[CH:17][C:11]=3[C:12]=2[C:13](=[O:16])[NH:14][CH3:15])=[CH:4][CH:3]=1.[CH3:33][C:34]1[N:35]=[CH:36][O:37][C:38]=1[C:39]1([NH2:42])[CH2:41][CH2:40]1.C1C=CC2N(O)N=NC=2C=1.CCN=C=NCCCN(C)C.Cl.C(N(C(C)C)CC)(C)C. Product: [F:1][C:2]1[CH:3]=[CH:4][C:5]([C:8]2[O:9][C:10]3[CH:20]=[CH:19][C:18]([C:21]4[CH:29]=[C:25]([C:26](=[O:28])[NH:42][C:39]5([C:38]6[O:37][CH:36]=[N:35][C:34]=6[CH3:33])[CH2:41][CH2:40]5)[C:24]([O:30][CH3:31])=[CH:23][C:22]=4[CH3:32])=[CH:17][C:11]=3[C:12]=2[C:13]([NH:14][CH3:15])=[O:16])=[CH:6][CH:7]=1. The catalyst class is: 2.